Predict the product of the given reaction. From a dataset of Forward reaction prediction with 1.9M reactions from USPTO patents (1976-2016). Given the reactants [CH3:1][C:2]1[CH:6]=[C:5](/[CH:7]=[CH:8]/[C:9](=[O:26])[NH:10][CH:11]([C:16]2[CH:21]=[CH:20][CH:19]=[C:18]([C:22]([F:25])([F:24])[F:23])[CH:17]=2)[C:12]([F:15])([F:14])[F:13])[S:4][C:3]=1[C:27]([O:29]CC)=[O:28].[OH-].[Na+].Cl, predict the reaction product. The product is: [CH3:1][C:2]1[CH:6]=[C:5](/[CH:7]=[CH:8]/[C:9](=[O:26])[NH:10][CH:11]([C:16]2[CH:21]=[CH:20][CH:19]=[C:18]([C:22]([F:23])([F:24])[F:25])[CH:17]=2)[C:12]([F:15])([F:14])[F:13])[S:4][C:3]=1[C:27]([OH:29])=[O:28].